This data is from Experimentally validated miRNA-target interactions with 360,000+ pairs, plus equal number of negative samples. The task is: Binary Classification. Given a miRNA mature sequence and a target amino acid sequence, predict their likelihood of interaction. (1) The miRNA is hsa-miR-6859-5p with sequence GAGAGGAACAUGGGCUCAGGACA. The protein sequence of the target gene is MKKNRERFCNREREFVYKFKVGSQCLELRVPLKFPVQENASHLHGRLMLLHSLPCFIEKDLKEALTQFIEEESLSDYDRDAEASLAAVKSGEVDLHQLASTWAKAYAETTLEHARPEEPSWDEDFADVYHDLIHSPASETLLNLEHNYFVSISELIGERDVELKKLRERQGIEMEKVMQELGKSLTDQDVNSLAAQHFESQQDLENKWSNELKQSTAIQKQEYQEWVIKLHQDLKNPNNSSLSEEIKVQPSQFRESVEAIGRIYEEQRKLEESFTIHLGAQLKTMHNLRLLRADMLDFCK.... Result: 1 (interaction). (2) The miRNA is hsa-miR-6848-3p with sequence GUGGUCUCUUGGCCCCCAG. The protein sequence of the target gene is MEPGQPREPQEPREPGPGAETAAAPVWEEAKIFYDNLAPKKKPKSPKPQNAVTIAVSSRALFRMDEEQQIYTEQGVEEYVRYQLEHENEPFSPGPAFPFVKALEAVNRRLRELYPDSEDVFDIVLMTNNHAQVGVRLINSINHYDLFIERFCMTGGNSPICYLKAYHTNLYLSADAEKVREAIDEGIAAATIFSPSRDVVVSQSQLRVAFDGDAVLFSDESERIVKAHGLDRFFEHEKAHENKPLAQGPLKGFLEALGRLQKKFYSKGLRLECPIRTYLVTARSAASSGARALKTLRSWG.... Result: 0 (no interaction).